From a dataset of Catalyst prediction with 721,799 reactions and 888 catalyst types from USPTO. Predict which catalyst facilitates the given reaction. Reactant: Cl.[F:2][C:3]1[CH:8]=[C:7]([F:9])[CH:6]=[CH:5][C:4]=1[NH:10][NH2:11].CCN(CC)CC.C(N(CC(O)=O)CC(O)=O)CN(CC([O-])=O)CC([O-])=O.O.O.[Na+].[Na+].Cl[C:44](=[CH2:47])[C:45]#[N:46].S(=O)(=O)(O)O. Product: [F:2][C:3]1[CH:8]=[C:7]([F:9])[CH:6]=[CH:5][C:4]=1[N:10]1[C:45]([NH2:46])=[CH:44][CH:47]=[N:11]1. The catalyst class is: 5.